Dataset: Full USPTO retrosynthesis dataset with 1.9M reactions from patents (1976-2016). Task: Predict the reactants needed to synthesize the given product. (1) Given the product [Cl:16][C:11]1[CH:12]=[C:13]([Cl:15])[N:14]=[C:9]([NH:7][CH:1]2[CH2:6][CH2:5][CH2:4][CH2:3][CH2:2]2)[N:10]=1, predict the reactants needed to synthesize it. The reactants are: [CH:1]1([NH2:7])[CH2:6][CH2:5][CH2:4][CH2:3][CH2:2]1.Cl[C:9]1[N:14]=[C:13]([Cl:15])[CH:12]=[C:11]([Cl:16])[N:10]=1.C(N(C(C)C)CC)(C)C. (2) Given the product [Cl:19][C:20]1[CH:26]=[C:25]2[C:23](=[CH:22][C:21]=1[O:27][CH3:28])[N:24]=[CH:10][CH:9]=[CH:14]2, predict the reactants needed to synthesize it. The reactants are: S(=O)(=O)(O)O.[N+]([C:9]1[CH:10]=C(S(O)(=O)=O)C=C[CH:14]=1)([O-])=O.[Cl:19][C:20]1[CH:26]=[CH:25][C:23]([NH2:24])=[CH:22][C:21]=1[O:27][CH3:28].[OH-].[NH4+].Cl. (3) Given the product [CH:32]1([CH2:31][CH:30]([N:4]2[C:3](=[O:15])[CH:2]=[C:7]([O:24][C:20]3[CH:21]=[CH:22][CH:23]=[C:18]([C:17]([F:25])([F:26])[F:16])[CH:19]=3)[CH:6]=[N:5]2)[C:29]([OH:28])=[O:38])[CH2:36][CH2:35][CH2:34][CH2:33]1, predict the reactants needed to synthesize it. The reactants are: Cl[C:2]1[C:3](=[O:15])[N:4](C2CCCCO2)[N:5]=[CH:6][C:7]=1Cl.[F:16][C:17]([F:26])([F:25])[C:18]1[CH:19]=[C:20]([OH:24])[CH:21]=[CH:22][CH:23]=1.C[O:28][C:29](=[O:38])[CH:30](Br)[CH2:31][CH:32]1[CH2:36][CH2:35][CH2:34][CH2:33]1. (4) Given the product [CH:18]1([C:15]2[S:14][C:13]([N:12]([CH2:23][O:24][CH2:25][CH2:26][Si:27]([CH3:30])([CH3:29])[CH3:28])[C:8]3[N:9]=[C:10]4[C:5](=[CH:6][CH:7]=3)[N:4]=[CH:3][C:2]([C:69]3[CH:70]=[N:71][N:72]([CH2:74][CH2:75][CH2:76][N:77]5[CH2:82][CH2:81][N:80]([C:83]([O:85][C:86]([CH3:89])([CH3:88])[CH3:87])=[O:84])[CH2:79][CH2:78]5)[CH:73]=3)=[CH:11]4)=[N:17][N:16]=2)[CH2:22][CH2:21][CH2:20][CH2:19]1, predict the reactants needed to synthesize it. The reactants are: Br[C:2]1[CH:11]=[C:10]2[C:5]([CH:6]=[CH:7][C:8]([N:12]([CH2:23][O:24][CH2:25][CH2:26][Si:27]([CH3:30])([CH3:29])[CH3:28])[C:13]3[S:14][C:15]([CH:18]4[CH2:22][CH2:21][CH2:20][CH2:19]4)=[N:16][N:17]=3)=[N:9]2)=[N:4][CH:3]=1.BrC1C=C2C(C=CC(/N=C3\SC(C4CCCC4)=NN\3COCC[Si](C)(C)C)=N2)=NC=1.CC1(C)C(C)(C)OB([C:69]2[CH:70]=[N:71][N:72]([CH2:74][CH2:75][CH2:76][N:77]3[CH2:82][CH2:81][N:80]([C:83]([O:85][C:86]([CH3:89])([CH3:88])[CH3:87])=[O:84])[CH2:79][CH2:78]3)[CH:73]=2)O1.C(=O)([O-])[O-].[Na+].[Na+]. (5) Given the product [CH:1]1([C:4]2[NH:8][N:7]=[C:6]([NH:9][C:10]3[CH:11]=[C:12]([NH:19][C@H:20]([C:22]4[CH:23]=[CH:24][C:25]([F:28])=[CH:26][CH:27]=4)[CH3:21])[CH:13]=[CH:14][C:15]=3[NH2:16])[CH:5]=2)[CH2:3][CH2:2]1, predict the reactants needed to synthesize it. The reactants are: [CH:1]1([C:4]2[NH:8][N:7]=[C:6]([NH:9][C:10]3[CH:11]=[C:12]([NH:19][C@H:20]([C:22]4[CH:27]=[CH:26][C:25]([F:28])=[CH:24][CH:23]=4)[CH3:21])[CH:13]=[CH:14][C:15]=3[N+:16]([O-])=O)[CH:5]=2)[CH2:3][CH2:2]1.[Cl-].[NH4+].C([O-])(=O)C.[NH4+].